This data is from Forward reaction prediction with 1.9M reactions from USPTO patents (1976-2016). The task is: Predict the product of the given reaction. (1) Given the reactants [NH2:1][C:2]1[N:7]=[CH:6][N:5]=[C:4]2[N:8]([CH:19]([C:21]3[O:22][C:23](=[O:36])[C:24]4[C:29]([C:30]=3[C:31]3[S:35][CH:34]=[N:33][CH:32]=3)=[CH:28][CH:27]=[CH:26][CH:25]=4)[CH3:20])[N:9]=[C:10]([C:11]3[CH:16]=[C:15]([OH:17])[CH:14]=[C:13]([F:18])[CH:12]=3)[C:3]=12.N1C=CN=C1.[CH3:42][C:43]([Si:46](Cl)([CH3:48])[CH3:47])([CH3:45])[CH3:44], predict the reaction product. The product is: [NH2:1][C:2]1[N:7]=[CH:6][N:5]=[C:4]2[N:8]([CH:19]([C:21]3[O:22][C:23](=[O:36])[C:24]4[C:29]([C:30]=3[C:31]3[S:35][CH:34]=[N:33][CH:32]=3)=[CH:28][CH:27]=[CH:26][CH:25]=4)[CH3:20])[N:9]=[C:10]([C:11]3[CH:12]=[C:13]([F:18])[CH:14]=[C:15]([O:17][Si:46]([C:43]([CH3:45])([CH3:44])[CH3:42])([CH3:48])[CH3:47])[CH:16]=3)[C:3]=12. (2) Given the reactants [C:1]([C:5]([C:16]1[CH:17]=[CH:18][N:19]2[C:24]([CH:25]=1)=[CH:23][CH:22]=[C:21]([C:26]([O:28]CC)=[O:27])[C:20]2=[O:31])(C(OC)=O)[CH2:6][C:7]([O:9]CC)=[O:8])([O:3]C)=[O:2].O=C1N2C(C=CC=C2)=CC=C1C(OCC)=O, predict the reaction product. The product is: [C:1]([CH:5]([C:16]1[CH:17]=[CH:18][N:19]2[C:24]([CH:25]=1)=[CH:23][CH:22]=[C:21]([C:26]([OH:28])=[O:27])[C:20]2=[O:31])[CH2:6][C:7]([OH:9])=[O:8])([OH:3])=[O:2]. (3) Given the reactants [CH2:1]([O:3][C:4](=[O:11])[CH:5](CC)[C:6](=[O:8])[CH3:7])[CH3:2].[CH2:12](O)[CH2:13][OH:14].C1(C)C=CC(S(O)(=O)=O)=CC=1, predict the reaction product. The product is: [CH2:1]([O:3][C:4](=[O:11])[CH2:5][C:6]1([CH3:7])[O:8][CH2:12][CH2:13][O:14]1)[CH3:2]. (4) The product is: [Br:1][C:2]1[CH:3]=[C:4]([CH:26]=[C:27]([CH:30]([C:31]2[CH:36]=[CH:35][CH:34]=[C:33]([F:37])[CH:32]=2)[OH:38])[C:28]=1[CH3:29])[CH2:5][N:6]([CH:23]1[CH2:25][CH2:24]1)[C:7]([C@H:9]1[C@H:14]([C:15]2[CH:20]=[CH:19][N:18]([CH3:21])[C:17](=[O:22])[CH:16]=2)[CH2:13][CH2:12][NH:11][CH2:10]1)=[O:8]. Given the reactants [Br:1][C:2]1[CH:3]=[C:4]([CH:26]=[C:27]([C:30](=[O:38])[C:31]2[CH:36]=[CH:35][CH:34]=[C:33]([F:37])[CH:32]=2)[C:28]=1[CH3:29])[CH2:5][N:6]([CH:23]1[CH2:25][CH2:24]1)[C:7]([C@H:9]1[C@H:14]([C:15]2[CH:20]=[CH:19][N:18]([CH3:21])[C:17](=[O:22])[CH:16]=2)[CH2:13][CH2:12][NH:11][CH2:10]1)=[O:8].[BH4-].[Na+], predict the reaction product. (5) Given the reactants [N:1]1[CH:6]=[CH:5][CH:4]=[CH:3][C:2]=1[CH2:7][O:8][C:9]1[CH:18]=[C:17]([C:19]2[CH:20]=[C:21]([C:25]([O:27]CC)=[O:26])[CH:22]=[N:23][CH:24]=2)[C:16]2[CH2:15][CH2:14][CH2:13][CH2:12][C:11]=2[N:10]=1.CNC.O, predict the reaction product. The product is: [N:1]1[CH:6]=[CH:5][CH:4]=[CH:3][C:2]=1[CH2:7][O:8][C:9]1[CH:18]=[C:17]([C:19]2[CH:20]=[C:21]([C:25]([OH:27])=[O:26])[CH:22]=[N:23][CH:24]=2)[C:16]2[CH2:15][CH2:14][CH2:13][CH2:12][C:11]=2[N:10]=1. (6) Given the reactants [C:1]1([CH3:10])[CH:6]=[CH:5][C:4]([N:7]=[C:8]=[S:9])=[CH:3][CH:2]=1.[C:11]1([NH2:18])[CH:16]=[CH:15][CH:14]=[CH:13][C:12]=1[NH2:17], predict the reaction product. The product is: [NH2:17][C:12]1[CH:13]=[CH:14][CH:15]=[CH:16][C:11]=1[NH:18][C:8]([NH:7][C:4]1[CH:5]=[CH:6][C:1]([CH3:10])=[CH:2][CH:3]=1)=[S:9].